Dataset: Forward reaction prediction with 1.9M reactions from USPTO patents (1976-2016). Task: Predict the product of the given reaction. Given the reactants [NH2:1][C:2]1[CH:7]=[C:6]([Cl:8])[CH:5]=[CH:4][C:3]=1[OH:9].[C:10](OC(=O)C)(=[O:12])[CH3:11], predict the reaction product. The product is: [Cl:8][C:6]1[CH:5]=[CH:4][C:3]([OH:9])=[C:2]([NH:1][C:10](=[O:12])[CH3:11])[CH:7]=1.